The task is: Regression. Given two drug SMILES strings and cell line genomic features, predict the synergy score measuring deviation from expected non-interaction effect.. This data is from NCI-60 drug combinations with 297,098 pairs across 59 cell lines. Drug 1: CN(C)C1=NC(=NC(=N1)N(C)C)N(C)C. Drug 2: CCC1(C2=C(COC1=O)C(=O)N3CC4=CC5=C(C=CC(=C5CN(C)C)O)N=C4C3=C2)O.Cl. Cell line: CAKI-1. Synergy scores: CSS=21.8, Synergy_ZIP=-7.03, Synergy_Bliss=-3.37, Synergy_Loewe=-36.9, Synergy_HSA=-1.73.